Dataset: Forward reaction prediction with 1.9M reactions from USPTO patents (1976-2016). Task: Predict the product of the given reaction. (1) Given the reactants [Cl-].[C:2]([CH2:5][O:6][C:7]1[CH:8]=[C:9]([CH2:13][CH2:14][CH2:15][N+:16]2([CH2:34][CH2:35][CH2:36][C:37]3[CH:42]=[CH:41][CH:40]=[C:39]([O:43][CH2:44][C:45]([OH:47])=O)[CH:38]=3)[CH2:21][CH2:20][CH2:19][C@H:18]([NH:22][C:23]([C:25]3[C:30]([NH2:31])=[N:29][C:28]([NH2:32])=[C:27]([Cl:33])[N:26]=3)=[O:24])[CH2:17]2)[CH:10]=[CH:11][CH:12]=1)([OH:4])=[O:3].[CH3:48][N:49]1[CH:53]=[CH:52][N:51]=[C:50]1[CH2:54][NH2:55].[CH:56]([N:59](CC)C(C)C)(C)C.F[B-](F)(F)F.N1(O[C:80]([N:84]([CH3:86])C)=[N+:81]([CH3:83])[CH3:82])C2C=CC=CC=2N=N1, predict the reaction product. The product is: [OH-:3].[NH2:31][C:30]1[C:25]([C:23]([NH:22][C@H:18]2[CH2:19][CH2:20][CH2:21][N+:16]([CH2:34][CH2:35][CH2:36][C:37]3[CH:42]=[CH:41][CH:40]=[C:39]([O:43][CH2:44][C:45](=[O:47])[NH:59][CH2:56][C:80]4[N:81]([CH3:82])[CH:83]=[CH:86][N:84]=4)[CH:38]=3)([CH2:15][CH2:14][CH2:13][C:9]3[CH:10]=[CH:11][CH:12]=[C:7]([O:6][CH2:5][C:2](=[O:4])[NH:55][CH2:54][C:50]4[N:49]([CH3:48])[CH:53]=[CH:52][N:51]=4)[CH:8]=3)[CH2:17]2)=[O:24])=[N:26][C:27]([Cl:33])=[C:28]([NH2:32])[N:29]=1. (2) The product is: [F:19][C:18]1[C:9]([CH3:8])=[CH:10][CH:11]=[C:12]2[C:17]=1[N:16]=[C:15]([C:20]([O:22][CH3:23])=[O:21])[CH:14]=[C:13]2[C:24]1[CH:25]=[N:26][N:27]([CH3:29])[CH:28]=1. Given the reactants C([O-])([O-])=O.[Cs+].[Cs+].Br[CH2:8][C:9]1[C:18]([F:19])=[C:17]2[C:12]([C:13]([C:24]3[CH:25]=[N:26][N:27]([CH3:29])[CH:28]=3)=[CH:14][C:15]([C:20]([O:22][CH3:23])=[O:21])=[N:16]2)=[CH:11][CH:10]=1.FC(F)(F)C1OCCNC1, predict the reaction product.